Predict the reaction yield, written as a fraction of the theoretical maximum amount of product (1.0 means a 100% yield; for example, 0.34 means a 34% yield). From a dataset of Reaction yield outcomes from USPTO patents with 853,638 reactions. (1) The reactants are [CH3:1][C:2]1[C:7]([N+:8]([O-])=O)=[CH:6][CH:5]=[C:4]([C:11]([S:14]([CH3:17])(=[O:16])=[O:15])([CH3:13])[CH3:12])[N:3]=1. The catalyst is C(O)(=O)C.[Zn]. The product is [CH3:1][C:2]1[C:7]([NH2:8])=[CH:6][CH:5]=[C:4]([C:11]([S:14]([CH3:17])(=[O:16])=[O:15])([CH3:13])[CH3:12])[N:3]=1. The yield is 0.590. (2) The reactants are [C:1]([O:5][C:6]([NH:8][C@H:9]1[C@@H:13]2[C@@H:14]3[C@@:27]([CH3:30])([CH2:28][CH2:29][C@@:12]2([C:46]([O:48]CC2C=CC=CC=2)=[O:47])[CH2:11][CH2:10]1)[C@@:26]1([CH3:31])[C@@H:17]([C@:18]2([CH3:45])[C@@H:23]([CH2:24][CH2:25]1)[C:22]([CH3:33])([CH3:32])[C:21]([C:34]1[CH2:39][CH2:38][CH:37]([C:40]([O:42][CH2:43][CH3:44])=[O:41])[CH2:36][CH:35]=1)=[CH:20][CH2:19]2)[CH2:16][CH2:15]3)=[O:7])([CH3:4])([CH3:3])[CH3:2].C([SiH](C)C)(C)(C)C.C(N(CC)CC)C.CCCC[N+](CCCC)(CCCC)CCCC.[F-]. The product is [C:1]([O:5][C:6]([NH:8][C@H:9]1[C@@H:13]2[C@@H:14]3[C@@:27]([CH3:30])([CH2:28][CH2:29][C@@:12]2([C:46]([OH:48])=[O:47])[CH2:11][CH2:10]1)[C@@:26]1([CH3:31])[C@@H:17]([C@:18]2([CH3:45])[C@@H:23]([CH2:24][CH2:25]1)[C:22]([CH3:33])([CH3:32])[C:21]([C:34]1[CH2:39][CH2:38][CH:37]([C:40]([O:42][CH2:43][CH3:44])=[O:41])[CH2:36][CH:35]=1)=[CH:20][CH2:19]2)[CH2:16][CH2:15]3)=[O:7])([CH3:2])([CH3:3])[CH3:4]. The catalyst is ClC(Cl)C.C1COCC1.C([O-])(=O)C.[Pd+2].C([O-])(=O)C. The yield is 0.640. (3) The reactants are [C:1]([O:5][C:6]([N:8]1[CH2:13][CH2:12][N:11]([C:14](=[O:17])[CH:15]=[CH2:16])[CH2:10][CH2:9]1)=[O:7])([CH3:4])([CH3:3])[CH3:2].CO[CH2:20][N:21]([CH2:27][C:28]1[CH:33]=[CH:32][CH:31]=[CH:30][CH:29]=1)[CH2:22][Si](C)(C)C. The catalyst is C1(C)C=CC=CC=1.FC(F)(F)C(O)=O. The product is [C:1]([O:5][C:6]([N:8]1[CH2:9][CH2:10][N:11]([C:14]([CH:15]2[CH2:16][CH2:20][N:21]([CH2:27][C:28]3[CH:29]=[CH:30][CH:31]=[CH:32][CH:33]=3)[CH2:22]2)=[O:17])[CH2:12][CH2:13]1)=[O:7])([CH3:4])([CH3:3])[CH3:2]. The yield is 0.600. (4) The reactants are [N:1]1[C:2]2[N:3]([N:8]=[CH:9][CH:10]=2)[C:4](=[O:7])[NH:5][CH:6]=1.[Br:11]N1C(=O)CCC1=O. The catalyst is CN(C=O)C. The product is [Br:11][C:10]1[CH:9]=[N:8][N:3]2[C:4](=[O:7])[NH:5][CH:6]=[N:1][C:2]=12. The yield is 0.887. (5) The reactants are [NH2:1][C:2]1[C:3]([CH3:33])=[C:4]([C:8]2[C:20]3[C:19]4[C:14](=[CH:15][C:16]([C:21]([N:23]5[CH2:28][CH2:27][N:26]([CH3:29])[CH2:25][CH2:24]5)=[O:22])=[CH:17][CH:18]=4)[NH:13][C:12]=3[C:11]([C:30]([NH2:32])=[O:31])=[CH:10][CH:9]=2)[CH:5]=[CH:6][CH:7]=1.[F:34][C:35]1[CH:36]=[CH:37][C:38]([C:41](O)=[O:42])=[N:39][CH:40]=1.C1C=NC2N(O)N=NC=2C=1.CCN(C(C)C)C(C)C.C(Cl)CCl. The catalyst is C(#N)C.CO. The product is [F:34][C:35]1[CH:36]=[CH:37][C:38]([C:41]([NH:1][C:2]2[C:3]([CH3:33])=[C:4]([C:8]3[C:20]4[C:19]5[C:14](=[CH:15][C:16]([C:21]([N:23]6[CH2:28][CH2:27][N:26]([CH3:29])[CH2:25][CH2:24]6)=[O:22])=[CH:17][CH:18]=5)[NH:13][C:12]=4[C:11]([C:30]([NH2:32])=[O:31])=[CH:10][CH:9]=3)[CH:5]=[CH:6][CH:7]=2)=[O:42])=[N:39][CH:40]=1. The yield is 0.920. (6) The reactants are C(OCC)(=O)C.[Cl:7][C:8]1[C:20]2[C:19]3[C:14](=[CH:15][CH:16]=[CH:17][CH:18]=3)[C:13]([C:26]([F:29])([F:28])[F:27])([O:21]CC(O)=O)[C:12]=2[CH:11]=[C:10]([F:30])[CH:9]=1.C1([C@H](N)C)C2C(=CC=CC=2)C=CC=1.Cl. The catalyst is O. The product is [Cl:7][C:8]1[C:20]2[C:19]3[C:14](=[CH:15][CH:16]=[CH:17][CH:18]=3)[C:13]([C:26]([F:27])([F:28])[F:29])([OH:21])[C:12]=2[CH:11]=[C:10]([F:30])[CH:9]=1. The yield is 0.950. (7) The reactants are [OH:1][C:2]1[C:11]2[C:6](=[CH:7][CH:8]=[CH:9][CH:10]=2)[N:5]=[CH:4][C:3]=1[C:12]([OH:14])=O.CN(C(ON1N=NC2C=CC=NC1=2)=[N+](C)C)C.F[P-](F)(F)(F)(F)F.CCN(C(C)C)C(C)C.[NH2:48][C:49]1[CH:54]=[CH:53][CH:52]=[CH:51][CH:50]=1. The catalyst is CN(C=O)C. The product is [O:1]=[C:2]1[C:11]2[C:6](=[CH:7][CH:8]=[CH:9][CH:10]=2)[NH:5][CH:4]=[C:3]1[C:12]([NH:48][C:49]1[CH:54]=[CH:53][CH:52]=[CH:51][CH:50]=1)=[O:14]. The yield is 0.450.